From a dataset of Full USPTO retrosynthesis dataset with 1.9M reactions from patents (1976-2016). Predict the reactants needed to synthesize the given product. (1) Given the product [CH3:5][N:6]([CH2:49][CH2:50][N:2]([CH3:1])[CH2:54][CH2:55][O:56][CH2:57][CH2:58][O:59][CH2:60][CH2:61][O:62][CH2:63][CH2:64][O:65][CH2:66][CH2:67][O:68][CH2:69][CH2:70][O:71][CH2:72][CH2:73][O:74][CH3:75])[C:7](=[O:48])[C:8]1[CH:47]=[CH:46][CH:45]=[C:10]([C:11]([NH:13][C:14]2[CH:19]=[CH:18][C:17]([N:20]3[CH2:21][CH2:22][CH2:23][CH2:24][CH2:25]3)=[CH:16][C:15]=2[C:26]2[CH:31]=[C:30]([C:32](=[O:44])[NH:33][C@@H:34]3[C:43]4[C:38](=[CH:39][CH:40]=[CH:41][CH:42]=4)[CH2:37][CH2:36][CH2:35]3)[CH:29]=[CH:28][N:27]=2)=[O:12])[CH:9]=1, predict the reactants needed to synthesize it. The reactants are: [C:1]([BH3-])#[N:2].[Na+].[CH3:5][N:6]([CH2:49][CH:50]=O)[C:7](=[O:48])[C:8]1[CH:47]=[CH:46][CH:45]=[C:10]([C:11]([NH:13][C:14]2[CH:19]=[CH:18][C:17]([N:20]3[CH2:25][CH2:24][CH2:23][CH2:22][CH2:21]3)=[CH:16][C:15]=2[C:26]2[CH:31]=[C:30]([C:32](=[O:44])[NH:33][C@@H:34]3[C:43]4[C:38](=[CH:39][CH:40]=[CH:41][CH:42]=4)[CH2:37][CH2:36][CH2:35]3)[CH:29]=[CH:28][N:27]=2)=[O:12])[CH:9]=1.CN[CH2:54][CH2:55][O:56][CH2:57][CH2:58][O:59][CH2:60][CH2:61][O:62][CH2:63][CH2:64][O:65][CH2:66][CH2:67][O:68][CH2:69][CH2:70][O:71][CH2:72][CH2:73][O:74][CH3:75].C(O)(=O)C. (2) Given the product [Br:1][C:2]1[CH:7]=[C:6]([CH2:8][NH:9][C:23]([C@@H:18]2[CH2:19][C@@H:20]([F:22])[CH2:21][N:17]2[C:15]([O:14][C:10]([CH3:13])([CH3:12])[CH3:11])=[O:16])=[O:24])[CH:5]=[CH:4][N:3]=1, predict the reactants needed to synthesize it. The reactants are: [Br:1][C:2]1[CH:7]=[C:6]([CH2:8][NH2:9])[CH:5]=[CH:4][N:3]=1.[C:10]([O:14][C:15]([N:17]1[CH2:21][C@H:20]([F:22])[CH2:19][C@H:18]1[C:23](O)=[O:24])=[O:16])([CH3:13])([CH3:12])[CH3:11].CN(C(ON1N=NC2C=CC=NC1=2)=[N+](C)C)C.F[P-](F)(F)(F)(F)F.C(N(CC)CC)C.